From a dataset of Forward reaction prediction with 1.9M reactions from USPTO patents (1976-2016). Predict the product of the given reaction. (1) Given the reactants BrC1C=C[C:5]([NH:9][CH:10]2[CH2:19][CH2:18][C:13]3([O:17][CH2:16][CH2:15][O:14]3)[CH2:12][CH2:11]2)=[C:6]([OH:8])C=1.Br[CH2:21][CH2:22][Br:23].C(=O)([O-])[O-].[K+].[K+], predict the reaction product. The product is: [Br:23][CH:22]1[CH:10]([CH:11]2[CH:12]=[CH:12][CH2:11][CH2:10][CH2:19]2)[CH2:19][CH2:18][C:13]2([O:14][CH2:15][CH2:16][O:17]2)[CH2:21]1.[O:8]1[CH:6]=[CH:5][N:9]=[CH:10][CH2:19]1. (2) Given the reactants [CH:1]12[CH2:10][CH:5]3[CH2:6][CH:7]([CH2:9][CH:3]([CH2:4]3)[CH:2]1[N:11]1[C:14](=[O:15])[CH2:13][N:12]1C(OCC1C=CC=CC=1)=O)[CH2:8]2, predict the reaction product. The product is: [CH:1]12[CH2:8][CH:7]3[CH2:6][CH:5]([CH2:4][CH:3]([CH2:9]3)[CH:2]1[N:11]1[C:14](=[O:15])[CH2:13][NH:12]1)[CH2:10]2. (3) Given the reactants Br[C:2]1[N:7]=[CH:6][C:5]([C:8]([N:10]2[CH2:15][CH2:14][N:13]([C:16]3[C:21]([CH3:22])=[CH:20][C:19]([CH3:23])=[CH:18][N:17]=3)[CH2:12][CH2:11]2)=[O:9])=[CH:4][CH:3]=1.[CH3:24][C@@H:25]1[CH2:29][O:28][C:27](=[O:30])[NH:26]1, predict the reaction product. The product is: [CH3:22][C:21]1[C:16]([N:13]2[CH2:14][CH2:15][N:10]([C:8]([C:5]3[CH:4]=[CH:3][C:2]([N:26]4[C@H:25]([CH3:24])[CH2:29][O:28][C:27]4=[O:30])=[N:7][CH:6]=3)=[O:9])[CH2:11][CH2:12]2)=[N:17][CH:18]=[C:19]([CH3:23])[CH:20]=1.